From a dataset of Forward reaction prediction with 1.9M reactions from USPTO patents (1976-2016). Predict the product of the given reaction. Given the reactants C(NC(C)C)(C)C.C(=O)=O.[CH3:11][CH:12]([CH3:17])[C:13]([O:15][CH3:16])=[O:14].[I:18][CH2:19][CH2:20][CH2:21]I.Cl, predict the reaction product. The product is: [I:18][CH2:19][CH2:20][CH2:21][C:12]([CH3:17])([CH3:11])[C:13]([O:15][CH3:16])=[O:14].